From a dataset of Retrosynthesis with 50K atom-mapped reactions and 10 reaction types from USPTO. Predict the reactants needed to synthesize the given product. (1) Given the product COCCCNC(=O)Nc1snc(-c2ccc(N)cc2)c1C(N)=O, predict the reactants needed to synthesize it. The reactants are: COCCCNC(=O)Nc1snc(-c2ccc([N+](=O)[O-])cc2)c1C(N)=O. (2) Given the product Cc1ccccc1-c1ccncc1N(C(=O)c1cc(C(F)(F)F)cc(C(F)(F)F)c1)C1COC1, predict the reactants needed to synthesize it. The reactants are: Cc1ccccc1-c1ccncc1NC1COC1.O=C(Cl)c1cc(C(F)(F)F)cc(C(F)(F)F)c1. (3) Given the product CCOC(C)O[C@@H]1OC=C(CO)[C@H]2CC[C@H](C)[C@@H]12, predict the reactants needed to synthesize it. The reactants are: CCOC(C)O[C@@H]1OC=C(C(=O)OC)[C@H]2CC[C@H](C)[C@@H]12. (4) Given the product COc1cc2c(cc1C=O)Cc1cn[nH]c1-2, predict the reactants needed to synthesize it. The reactants are: CN(C)C=O.COc1cc2c(cc1Br)Cc1cn[nH]c1-2. (5) Given the product O=C(O)C(F)(F)F, predict the reactants needed to synthesize it. The reactants are: CN(CC1=C(C#N)C(c2cccc3nonc23)c2c[nH]nc2N1)C(=O)OC(C)(C)C.